Task: Predict the product of the given reaction.. Dataset: Forward reaction prediction with 1.9M reactions from USPTO patents (1976-2016) (1) Given the reactants [CH3:1][O:2][C:3]1[CH:4]=[C:5]2[O:9][C:8]([C:10]3[N:11]=[C:12]4[N:16]([CH:17]=3)[N:15]=[C:14]([O:18][CH3:19])[S:13]4)=[CH:7][C:6]2=[C:20]([OH:22])[CH:21]=1.[O:23]1[C:27]([C:28]2[S:29][CH:30]=[C:31]([CH2:33]O)[N:32]=2)=[CH:26][CH:25]=[N:24]1.C(P(CCCC)CCCC)CCC.N(C(N1CCCCC1)=O)=NC(N1CCCCC1)=O, predict the reaction product. The product is: [CH3:1][O:2][C:3]1[CH:21]=[C:20]([O:22][CH2:33][C:31]2[N:32]=[C:28]([C:27]3[O:23][N:24]=[CH:25][CH:26]=3)[S:29][CH:30]=2)[C:6]2[CH:7]=[C:8]([C:10]3[N:11]=[C:12]4[N:16]([CH:17]=3)[N:15]=[C:14]([O:18][CH3:19])[S:13]4)[O:9][C:5]=2[CH:4]=1. (2) Given the reactants [CH3:1][C:2]1[C:9]([CH3:10])=[CH:8][CH:7]=[CH:6][C:3]=1[CH:4]=O.C[Si]([N-][Si](C)(C)C)(C)C.[Na+].[Br-].[C:22]([CH2:25][CH2:26][P+](C1C=CC=CC=1)(C1C=CC=CC=1)C1C=CC=CC=1)([OH:24])=[O:23], predict the reaction product. The product is: [CH3:1][C:2]1[C:9]([CH3:10])=[CH:8][CH:7]=[CH:6][C:3]=1/[CH:4]=[CH:26]/[CH2:25][C:22]([OH:24])=[O:23]. (3) The product is: [F:16][C:15]1[CH:14]=[C:13]([C:17]([OH:20])([CH3:18])[CH3:19])[CH:12]=[C:11]([F:21])[C:10]=1[C:4]1[S:3][C:2]([NH:1][C:23]2[N:28]=[C:27]3[CH2:29][N:30]([CH2:33][C:34]4([CH3:38])[CH2:35][O:36][CH2:37]4)[C:31](=[O:32])[C:26]3=[CH:25][CH:24]=2)=[C:6]([C:7]([NH2:9])=[O:8])[CH:5]=1. Given the reactants [NH2:1][C:2]1[S:3][C:4]([C:10]2[C:15]([F:16])=[CH:14][C:13]([C:17]([OH:20])([CH3:19])[CH3:18])=[CH:12][C:11]=2[F:21])=[CH:5][C:6]=1[C:7]([NH2:9])=[O:8].Cl[C:23]1[N:28]=[C:27]2[CH2:29][N:30]([CH2:33][C:34]3([CH3:38])[CH2:37][O:36][CH2:35]3)[C:31](=[O:32])[C:26]2=[CH:25][CH:24]=1, predict the reaction product. (4) Given the reactants [N:1]1[C:6]2[NH:7][CH:8]=[CH:9][C:5]=2[CH:4]=[N:3][CH:2]=1.[H-].[Na+].ClCOCC[Si:17]([CH3:20])([CH3:19])[CH3:18].C1[CH2:25][O:24][CH2:23][CH2:22]1, predict the reaction product. The product is: [CH3:18][Si:17]([CH3:20])([CH3:19])[C:2]1[N:3]=[C:4]([CH2:25][O:24][CH2:23][CH3:22])[C:5]2[CH:9]=[CH:8][NH:7][C:6]=2[N:1]=1. (5) Given the reactants [OH:1][CH:2]1[CH2:6][CH2:5][N:4]([C:7]([O:9][C:10]([CH3:13])([CH3:12])[CH3:11])=[O:8])[CH2:3]1.Cl[C:15]1[C:24]2[C:19](=[CH:20][CH:21]=[C:22](OC(F)(F)F)[CH:23]=2)[N:18]=[C:17]([N:30]2[CH2:36][C:35]3[CH:37]=[CH:38][CH:39]=[CH:40][C:34]=3[S:33](=[O:42])(=[O:41])[CH2:32][CH2:31]2)[CH:16]=1.[CH3:43]C(C)([O-])C.[Na+], predict the reaction product. The product is: [O:41]=[S:33]1(=[O:42])[C:34]2[CH:40]=[CH:39][CH:38]=[CH:37][C:35]=2[CH2:36][N:30]([C:17]2[CH:16]=[C:15]([O:1][CH:2]3[CH2:6][CH2:5][N:4]([C:7]([O:9][C:10]([CH3:13])([CH3:12])[CH3:11])=[O:8])[CH2:3]3)[C:24]3[C:19](=[CH:20][CH:21]=[C:22]([CH3:43])[CH:23]=3)[N:18]=2)[CH2:31][CH2:32]1. (6) The product is: [C:6]([C:8]([OH:12])([CH2:9][CH2:10][CH3:11])[C:17]#[C:16][CH:15]([OH:18])[CH3:14])([CH3:13])([CH3:7])[CH3:5]. Given the reactants [Cl-].[Cl-].[Cl-].[Ce+3].[CH3:5][C:6]([CH3:13])([C:8](=[O:12])[CH2:9][CH2:10][CH3:11])[CH3:7].[CH3:14][CH:15]([OH:18])[C:16]#[CH:17].C([Mg]Cl)C.[Cl-].[Cl-].[Cl-].[Ce+3].CC(C)(C(=O)CCC)C.Cl, predict the reaction product. (7) Given the reactants [Cl:1][C:2]1[CH:7]=[CH:6][C:5]([CH2:8]Cl)=[CH:4][N:3]=1.[CH3:10][NH:11][CH:12]1[CH2:16][CH2:15][CH2:14][CH2:13]1.C(=O)([O-])[O-].[K+].[K+], predict the reaction product. The product is: [Cl:1][C:2]1[N:3]=[CH:4][C:5]([CH2:8][N:11]([CH:12]2[CH2:16][CH2:15][CH2:14][CH2:13]2)[CH3:10])=[CH:6][CH:7]=1. (8) Given the reactants [N:1]1[C:2]([C:10]([O:12][CH2:13][CH3:14])=[O:11])=[CH:3][N:4]2[CH:9]=[CH:8][CH:7]=[CH:6][C:5]=12.Cl[CH2:16][C:17]1[CH:22]=[C:21]([CH3:23])[CH:20]=[CH:19][C:18]=1[CH3:24].C(O)(=O)C(C)(C)C.C(=O)([O-])[O-].[Cs+].[Cs+], predict the reaction product. The product is: [CH3:24][C:18]1[CH:19]=[CH:20][C:21]([CH3:23])=[CH:22][C:17]=1[CH2:16][C:3]1[N:4]2[CH:9]=[CH:8][CH:7]=[CH:6][C:5]2=[N:1][C:2]=1[C:10]([O:12][CH2:13][CH3:14])=[O:11].